From a dataset of Reaction yield outcomes from USPTO patents with 853,638 reactions. Predict the reaction yield, written as a fraction of the theoretical maximum amount of product (1.0 means a 100% yield; for example, 0.34 means a 34% yield). (1) The reactants are [Cl:1][CH:2]([C:13]1[C:18]([F:19])=[CH:17][CH:16]=[CH:15][C:14]=1[F:20])[S:3]([C:6]1[CH2:10][C:9]([CH3:12])([CH3:11])[O:8][N:7]=1)(=[O:5])=[O:4].C1C=CC(S(N(S(C2C=CC=CC=2)(=O)=O)[F:31])(=O)=O)=CC=1. The catalyst is C1COCC1. The product is [Cl:1][C:2]([C:13]1[C:14]([F:20])=[CH:15][CH:16]=[CH:17][C:18]=1[F:19])([F:31])[S:3]([C:6]1[CH2:10][C:9]([CH3:12])([CH3:11])[O:8][N:7]=1)(=[O:4])=[O:5]. The yield is 0.980. (2) The yield is 0.162. The product is [F:1][C:2]1[CH:7]=[CH:6][C:5]([F:8])=[CH:4][C:3]=1[C:9]1[CH:14]=[C:13]([N:15]2[C:19]3[CH:20]=[CH:21][C:22]([C:24]4[CH:25]=[N:26][N:27]([CH3:29])[CH:28]=4)=[CH:23][C:18]=3[N:17]=[CH:16]2)[CH:12]=[C:11]([NH:30][S:33]([CH2:31][CH3:32])(=[O:35])=[O:34])[CH:10]=1. The reactants are [F:1][C:2]1[CH:7]=[CH:6][C:5]([F:8])=[CH:4][C:3]=1[C:9]1[CH:14]=[C:13]([N:15]2[C:19]3[CH:20]=[CH:21][C:22]([C:24]4[CH:25]=[N:26][N:27]([CH3:29])[CH:28]=4)=[CH:23][C:18]=3[N:17]=[CH:16]2)[CH:12]=[C:11]([NH2:30])[CH:10]=1.[CH2:31]([S:33](Cl)(=[O:35])=[O:34])[CH3:32]. No catalyst specified. (3) The reactants are [C:1]([S:5](/[N:7]=[CH:8]/[C:9]1[N:17]2[C:12]([CH2:13][CH2:14][CH2:15][CH2:16]2)=[CH:11][C:10]=1[C:18]([O:20][CH3:21])=[O:19])=[O:6])([CH3:4])([CH3:3])[CH3:2].[BH4-].[Na+].CO. The catalyst is O. The product is [CH3:3][C:1]([CH3:4])([S:5]([NH:7][CH2:8][C:9]1[N:17]2[C:12]([CH2:13][CH2:14][CH2:15][CH2:16]2)=[CH:11][C:10]=1[C:18]([O:20][CH3:21])=[O:19])=[O:6])[CH3:2]. The yield is 0.960. (4) The reactants are [CH3:1][CH2:2][C@@:3]1([OH:26])[C:8](=[O:9])[O:7][CH2:6][C:5]2[C:10]([N:12]3[C:24](=[CH:25][C:4]1=2)[C:23]1[N:22]=[C:21]2[C:16]([CH:17]=[CH:18][CH:19]=[CH:20]2)=[CH:15][C:14]=1[CH2:13]3)=[O:11].[H][H].CCCCCCC. The catalyst is C(O)(=O)C.[Ni]. The product is [CH3:1][CH2:2][C@@:3]1([OH:26])[C:8](=[O:9])[O:7][CH2:6][C:5]2[C:10]([N:12]3[C:24](=[CH:25][C:4]1=2)[CH:23]1[CH:14]([CH2:15][C:16]2[C:21]([NH:22]1)=[CH:20][CH:19]=[CH:18][CH:17]=2)[CH2:13]3)=[O:11]. The yield is 0.968. (5) The reactants are [Cl:1][C:2]1[CH:11]=[CH:10][C:9]2[C:4](=[CH:5][CH:6]=[C:7]([O:12][C@H:13]3[CH2:18][CH2:17][C@@H:16]([CH2:19][CH3:20])[CH2:15][CH2:14]3)[CH:8]=2)[N:3]=1.C1C(=O)N([I:28])C(=O)C1.C(O)(C(F)(F)F)=O. The catalyst is C(#N)C. The product is [Cl:1][C:2]1[CH:11]=[CH:10][C:9]2[C:4](=[CH:5][CH:6]=[C:7]([O:12][C@H:13]3[CH2:18][CH2:17][C@@H:16]([CH2:19][CH3:20])[CH2:15][CH2:14]3)[C:8]=2[I:28])[N:3]=1. The yield is 0.920.